This data is from Forward reaction prediction with 1.9M reactions from USPTO patents (1976-2016). The task is: Predict the product of the given reaction. (1) The product is: [C:1]([C:5]1[CH:6]=[C:7]([NH:17][C:18](=[O:48])[NH:19][CH2:20][C:21]2[CH:47]=[CH:46][CH:45]=[CH:44][C:22]=2[CH2:23][O:24][C:25]2[CH:30]=[C:29]([CH3:31])[N:28]([C:32]3[CH:33]=[C:34]([CH:38]=[CH:39][C:40]=3[CH3:41])[C:35]([NH:49][C@@H:50]([C:52](=[O:53])[NH2:54])[CH3:51])=[O:36])[C:27](=[O:42])[C:26]=2[Cl:43])[N:8]([C:10]2[CH:11]=[CH:12][C:13]([OH:16])=[CH:14][CH:15]=2)[N:9]=1)([CH3:2])([CH3:3])[CH3:4]. Given the reactants [C:1]([C:5]1[CH:6]=[C:7]([NH:17][C:18](=[O:48])[NH:19][CH2:20][C:21]2[CH:47]=[CH:46][CH:45]=[CH:44][C:22]=2[CH2:23][O:24][C:25]2[CH:30]=[C:29]([CH3:31])[N:28]([C:32]3[CH:33]=[C:34]([CH:38]=[CH:39][C:40]=3[CH3:41])[C:35](O)=[O:36])[C:27](=[O:42])[C:26]=2[Cl:43])[N:8]([C:10]2[CH:15]=[CH:14][C:13]([OH:16])=[CH:12][CH:11]=2)[N:9]=1)([CH3:4])([CH3:3])[CH3:2].[NH2:49][C@H:50]([C:52]([NH2:54])=[O:53])[CH3:51].Cl.N[C@H](C(N)=O)C.[H-].[Na+].CCN=C=NCCCN(C)C, predict the reaction product. (2) Given the reactants [F:1][C:2]1[C:7]([F:8])=[CH:6][C:5]([NH:9][C:10]2[S:11][CH:12]=[CH:13][C:14]=2[C:15]#[N:16])=[C:4]([N+:17]([O-])=O)[CH:3]=1.[ClH:20], predict the reaction product. The product is: [ClH:20].[F:8][C:7]1[C:2]([F:1])=[CH:3][C:4]2[N:17]=[C:15]([NH2:16])[C:14]3[CH:13]=[CH:12][S:11][C:10]=3[NH:9][C:5]=2[CH:6]=1. (3) Given the reactants Cl[C:2]1[C:11]2[C:6](=[CH:7][CH:8]=[C:9]([I:12])[CH:10]=2)[N:5]=[CH:4][C:3]=1[C:13]#[N:14].CCN(C(C)C)C(C)C.[CH3:24][C:25]([SH:28])([CH3:27])[CH3:26], predict the reaction product. The product is: [C:25]([S:28][C:2]1[C:11]2[C:6](=[CH:7][CH:8]=[C:9]([I:12])[CH:10]=2)[N:5]=[CH:4][C:3]=1[C:13]#[N:14])([CH3:27])([CH3:26])[CH3:24]. (4) Given the reactants [O:1]=[C:2]1[C:11]([CH2:12][C:13]([O:15]CC)=[O:14])=[C:10]([C:18]2[CH:23]=[CH:22][CH:21]=[CH:20][CH:19]=2)[C:9]2[C:4](=[CH:5][C:6]3[C:26](=[O:27])[O:25][CH2:24][C:7]=3[CH:8]=2)[O:3]1.Cl, predict the reaction product. The product is: [O:1]=[C:2]1[C:11]([CH2:12][C:13]([OH:15])=[O:14])=[C:10]([C:18]2[CH:23]=[CH:22][CH:21]=[CH:20][CH:19]=2)[C:9]2[C:4](=[CH:5][C:6]3[C:26](=[O:27])[O:25][CH2:24][C:7]=3[CH:8]=2)[O:3]1. (5) Given the reactants Br[C:2]1[CH:16]=[CH:15][C:5]([O:6][CH:7]2[CH2:12][CH2:11][N:10]([CH:13]=[O:14])[CH2:9][CH2:8]2)=[CH:4][CH:3]=1.[B:17]1([B:17]2[O:21][C:20]([CH3:23])([CH3:22])[C:19]([CH3:25])([CH3:24])[O:18]2)[O:21][C:20]([CH3:23])([CH3:22])[C:19]([CH3:25])([CH3:24])[O:18]1.CC([O-])=O.[K+].C(Cl)Cl, predict the reaction product. The product is: [CH3:24][C:19]1([CH3:25])[C:20]([CH3:23])([CH3:22])[O:21][B:17]([C:2]2[CH:16]=[CH:15][C:5]([O:6][CH:7]3[CH2:12][CH2:11][N:10]([CH:13]=[O:14])[CH2:9][CH2:8]3)=[CH:4][CH:3]=2)[O:18]1. (6) Given the reactants [CH2:1]([O:4][CH:5]([CH2:17][CH2:18][CH2:19][CH2:20][CH3:21])/[CH:6]=[CH:7]/[B:8]1[O:12]C(C)(C)C(C)(C)[O:9]1)[CH:2]=[CH2:3], predict the reaction product. The product is: [CH2:1]([O:4][CH:5]([CH2:17][CH2:18][CH2:19][CH2:20][CH3:21])/[CH:6]=[CH:7]/[B:8]([OH:12])[OH:9])[CH:2]=[CH2:3]. (7) Given the reactants [CH3:1]OP(C(=[N+]=[N-])C(=O)C)(=O)OC.[F:13][C:14]([F:40])([F:39])[C:15]1[CH:16]=[C:17]([CH:32]=[C:33]([C:35]([F:38])([F:37])[F:36])[CH:34]=1)[CH2:18][N:19]1[C:23]([C:24]2[CH:29]=[CH:28][CH:27]=[CH:26][CH:25]=2)=[C:22]([CH:30]=O)[N:21]=[N:20]1.C(=O)([O-])[O-].[K+].[K+], predict the reaction product. The product is: [F:13][C:14]([F:40])([F:39])[C:15]1[CH:16]=[C:17]([CH:32]=[C:33]([C:35]([F:38])([F:37])[F:36])[CH:34]=1)[CH2:18][N:19]1[C:23]([C:24]2[CH:29]=[CH:28][CH:27]=[CH:26][CH:25]=2)=[C:22]([C:30]#[CH:1])[N:21]=[N:20]1.